Predict which catalyst facilitates the given reaction. From a dataset of Catalyst prediction with 721,799 reactions and 888 catalyst types from USPTO. Reactant: [C:1]([O:9][C@H:10]([C@H:13]([C@H:23]([F:36])[C@@H:24]([CH2:26][O:27][C:28](=[O:35])[C:29]1[CH:34]=[CH:33][CH:32]=[CH:31][CH:30]=1)[OH:25])[O:14][C:15](=[O:22])[C:16]1[CH:21]=[CH:20][CH:19]=[CH:18][CH:17]=1)[CH:11]=[O:12])(=[O:8])[C:2]1[CH:7]=[CH:6][CH:5]=[CH:4][CH:3]=1.[BrH:37]. Product: [Br:37][C@@:11]1([O:25][C@H:24]([CH2:26][O:27][C:28](=[O:35])[C:29]2[CH:30]=[CH:31][CH:32]=[CH:33][CH:34]=2)[C@@H:23]([F:36])[C@H:13]([O:14][C:15](=[O:22])[C:16]2[CH:21]=[CH:20][CH:19]=[CH:18][CH:17]=2)[C@H:10]1[O:9][C:1](=[O:8])[C:2]1[CH:3]=[CH:4][CH:5]=[CH:6][CH:7]=1)[OH:12]. The catalyst class is: 15.